From a dataset of Forward reaction prediction with 1.9M reactions from USPTO patents (1976-2016). Predict the product of the given reaction. (1) Given the reactants [C:1]([C:5]1[CH:9]=[C:8]([NH:10][C:11](=[O:36])[NH:12][C:13]2[C:22]3[C:17](=[CH:18][CH:19]=[CH:20][CH:21]=3)[C:16]([O:23][CH2:24][C:25]3[CH:30]=[CH:29][N:28]=[C:27]([NH:31][C:32](=[O:35])[CH2:33]Cl)[CH:26]=3)=[CH:15][CH:14]=2)[N:7]([C:37]2[CH:42]=[CH:41][C:40]([CH3:43])=[CH:39][CH:38]=2)[N:6]=1)([CH3:4])([CH3:3])[CH3:2].CCN(C(C)C)C(C)C.[NH:53]1[CH2:58][CH2:57][O:56][CH2:55][CH2:54]1, predict the reaction product. The product is: [C:1]([C:5]1[CH:9]=[C:8]([NH:10][C:11](=[O:36])[NH:12][C:13]2[C:22]3[C:17](=[CH:18][CH:19]=[CH:20][CH:21]=3)[C:16]([O:23][CH2:24][C:25]3[CH:30]=[CH:29][N:28]=[C:27]([NH:31][C:32](=[O:35])[CH2:33][N:53]4[CH2:58][CH2:57][O:56][CH2:55][CH2:54]4)[CH:26]=3)=[CH:15][CH:14]=2)[N:7]([C:37]2[CH:42]=[CH:41][C:40]([CH3:43])=[CH:39][CH:38]=2)[N:6]=1)([CH3:4])([CH3:3])[CH3:2]. (2) Given the reactants C([O:3][C:4]([CH:6]1[CH2:10][CH:9]([S:11]([C:14]2[CH:19]=[CH:18][CH:17]=[CH:16][C:15]=2[C:20]([F:23])([F:22])[F:21])(=[O:13])=[O:12])[CH2:8][N:7]1[C:24]1[C:33]2[C:28](=[CH:29][CH:30]=[CH:31][CH:32]=2)[CH:27]=[CH:26][CH:25]=1)=[O:5])C.[OH-].[Li+], predict the reaction product. The product is: [C:24]1([N:7]2[CH2:8][CH:9]([S:11]([C:14]3[CH:19]=[CH:18][CH:17]=[CH:16][C:15]=3[C:20]([F:21])([F:22])[F:23])(=[O:12])=[O:13])[CH2:10][CH:6]2[C:4]([OH:5])=[O:3])[C:33]2[C:28](=[CH:29][CH:30]=[CH:31][CH:32]=2)[CH:27]=[CH:26][CH:25]=1.